Dataset: Forward reaction prediction with 1.9M reactions from USPTO patents (1976-2016). Task: Predict the product of the given reaction. (1) Given the reactants [CH:1]1[CH:6]=[C:5]2[C:7]([C:9]([OH:13])(O)[C:10](=[O:11])[C:4]2=[CH:3][CH:2]=1)=[O:8].[OH:14][C:15]1[CH:16]=[C:17]([C:21](=O)[CH3:22])[CH:18]=[CH:19][CH:20]=1.[C:24](O)(=O)C, predict the reaction product. The product is: [OH:13][C:9]1([C:20]2[CH:19]=[C:18]3[C:17](=[CH:16][C:15]=2[OH:14])[CH2:21][CH2:22][CH2:24]3)[C:10](=[O:11])[C:4]2[C:5](=[CH:6][CH:1]=[CH:2][CH:3]=2)[C:7]1=[O:8]. (2) Given the reactants [Cl:1][C:2]1[C:7]([C:8]#[N:9])=[CH:6][N:5]=[C:4]2[CH:10]=[C:11]([C:13]3[CH:18]=[CH:17][C:16]([CH:19]=O)=[CH:15][CH:14]=3)[S:12][C:3]=12.[CH3:21][NH:22][CH3:23].CN(C)C=O.C(O[BH-](OC(=O)C)OC(=O)C)(=O)C.[Na+], predict the reaction product. The product is: [Cl:1][C:2]1[C:7]([C:8]#[N:9])=[CH:6][N:5]=[C:4]2[CH:10]=[C:11]([C:13]3[CH:18]=[CH:17][C:16]([CH2:19][N:22]([CH3:23])[CH3:21])=[CH:15][CH:14]=3)[S:12][C:3]=12. (3) Given the reactants Cl[C:2]1[N:3]([CH2:10][C@@:11]([CH3:27])([OH:26])[CH2:12][N:13]2[CH2:18][CH2:17][N:16]([C:19]3[CH:24]=[CH:23][C:22]([Cl:25])=[CH:21][CH:20]=3)[CH2:15][CH2:14]2)[CH:4]=[C:5]([N+:7]([O-:9])=[O:8])[N:6]=1.[H-].[Na+].C(OCC)(=O)C, predict the reaction product. The product is: [Cl:25][C:22]1[CH:23]=[CH:24][C:19]([N:16]2[CH2:17][CH2:18][N:13]([CH2:12][C@:11]3([CH3:27])[O:26][C:2]4=[N:6][C:5]([N+:7]([O-:9])=[O:8])=[CH:4][N:3]4[CH2:10]3)[CH2:14][CH2:15]2)=[CH:20][CH:21]=1. (4) Given the reactants [NH2:1][C:2]1[S:3][C:4]2[C:10]([C:11]3[CH:16]=[CH:15][CH:14]=[CH:13][N:12]=3)=[CH:9][C:8]([O:17][S:18]([C:21]([F:24])([F:23])[F:22])(=[O:20])=[O:19])=[CH:7][C:5]=2[N:6]=1.[CH:25]1N=C[N:27]([C:30](N2C=NC=C2)=[O:31])[CH:26]=1.C(CN)[OH:38], predict the reaction product. The product is: [OH:38][CH2:25][CH2:26][NH:27][C:30]([NH:1][C:2]1[S:3][C:4]2[C:10]([C:11]3[CH:16]=[CH:15][CH:14]=[CH:13][N:12]=3)=[CH:9][C:8]([O:17][S:18]([C:21]([F:23])([F:22])[F:24])(=[O:20])=[O:19])=[CH:7][C:5]=2[N:6]=1)=[O:31]. (5) The product is: [CH2:32]([O:31][C:28]1[CH:27]=[CH:26][C:25]([N:7]2[C:8]3[C:13](=[CH:12][C:11]([O:14][C:15]4[CH:20]=[CH:19][C:18]([O:21][CH:22]([CH3:24])[CH3:23])=[CH:17][CH:16]=4)=[CH:10][CH:9]=3)[C:5]([C:3]([OH:4])=[O:2])=[C:6]2[CH2:39][C:40]([OH:42])=[O:41])=[CH:30][CH:29]=1)[C:33]1[CH:34]=[CH:35][CH:36]=[CH:37][CH:38]=1. Given the reactants C[O:2][C:3]([C:5]1[C:13]2[C:8](=[CH:9][CH:10]=[C:11]([O:14][C:15]3[CH:20]=[CH:19][C:18]([O:21][CH:22]([CH3:24])[CH3:23])=[CH:17][CH:16]=3)[CH:12]=2)[N:7]([C:25]2[CH:30]=[CH:29][C:28]([O:31][CH2:32][C:33]3[CH:38]=[CH:37][CH:36]=[CH:35][CH:34]=3)=[CH:27][CH:26]=2)[C:6]=1[CH2:39][C:40]([O:42]C)=[O:41])=[O:4].[OH-].[Na+].O1CCOCC1.Cl, predict the reaction product. (6) Given the reactants [CH3:1][O:2][C:3]1[CH:4]=[C:5]([CH:7]=[CH:8][C:9]=1[C:10]1[O:14][CH:13]=[N:12][CH:11]=1)[NH2:6].[Br:15][C:16]1[S:20][CH:19]=[C:18]([CH:21]=O)[CH:17]=1, predict the reaction product. The product is: [Br:15][C:16]1[S:20][CH:19]=[C:18]([CH2:21][NH:6][C:5]2[CH:7]=[CH:8][C:9]([C:10]3[O:14][CH:13]=[N:12][CH:11]=3)=[C:3]([O:2][CH3:1])[CH:4]=2)[CH:17]=1. (7) Given the reactants O[CH:2]=[C:3]1[C:11]2[C:6](=[CH:7][C:8]([C:12]([C:14]3[CH:15]=[C:16]([NH:20][C:21]([C:23]4[N:24]([CH2:29][CH3:30])[N:25]=[C:26]([CH3:28])[CH:27]=4)=[O:22])[CH:17]=[CH:18][CH:19]=3)=[O:13])=[CH:9][CH:10]=2)[NH:5][C:4]1=[O:31].[CH3:32][N:33]1[CH2:38][CH2:37][N:36]([C:39]2[CH:44]=[CH:43][C:42]([NH2:45])=[CH:41][CH:40]=2)[CH2:35][CH2:34]1, predict the reaction product. The product is: [CH3:32][N:33]1[CH2:34][CH2:35][N:36]([C:39]2[CH:44]=[CH:43][C:42]([NH:45][CH:2]=[C:3]3[C:11]4[C:6](=[CH:7][C:8]([C:12]([C:14]5[CH:15]=[C:16]([NH:20][C:21]([C:23]6[N:24]([CH2:29][CH3:30])[N:25]=[C:26]([CH3:28])[CH:27]=6)=[O:22])[CH:17]=[CH:18][CH:19]=5)=[O:13])=[CH:9][CH:10]=4)[NH:5][C:4]3=[O:31])=[CH:41][CH:40]=2)[CH2:37][CH2:38]1. (8) Given the reactants [CH:1]1[CH:2]=[CH:3][C:4]([C@@H:7]2[N:16]([C:17]([O:19][C@@H:20]3[CH:25]4[CH2:26][CH2:27][N:22]([CH2:23][CH2:24]4)[CH2:21]3)=[O:18])[CH2:15][CH2:14][C:13]3[CH:12]=[CH:11][CH:10]=[CH:9][C:8]2=3)=[CH:5][CH:6]=1.CCC(C)=O.[C:33]([OH:40])(=[O:39])[CH2:34][CH2:35][C:36]([OH:38])=[O:37], predict the reaction product. The product is: [CH:1]1[CH:6]=[CH:5][C:4]([C@@H:7]2[N:16]([C:17]([O:19][C@@H:20]3[CH:25]4[CH2:24][CH2:23][N:22]([CH2:27][CH2:26]4)[CH2:21]3)=[O:18])[CH2:15][CH2:14][C:13]3[CH:12]=[CH:11][CH:10]=[CH:9][C:8]2=3)=[CH:3][CH:2]=1.[CH2:34]([C:33]([OH:40])=[O:39])[CH2:35][C:36]([OH:38])=[O:37].